This data is from Reaction yield outcomes from USPTO patents with 853,638 reactions. The task is: Predict the reaction yield, written as a fraction of the theoretical maximum amount of product (1.0 means a 100% yield; for example, 0.34 means a 34% yield). (1) The reactants are [CH2:1]([O:3][C:4]1[C:13]([C:14]([O:16]CC)=[O:15])=[C:12]2[C:7]([CH:8]=[CH:9][CH:10]=[N:11]2)=[CH:6][CH:5]=1)[CH3:2].O[Li].O.CO.Cl. The catalyst is C1COCC1.O. The product is [CH2:1]([O:3][C:4]1[C:13]([C:14]([OH:16])=[O:15])=[C:12]2[C:7]([CH:8]=[CH:9][CH:10]=[N:11]2)=[CH:6][CH:5]=1)[CH3:2]. The yield is 0.840. (2) The reactants are C(Cl)(=O)C(Cl)=O.CS(C)=O.[F:11][C:12]([F:27])([F:26])[C:13]1[CH:14]=[C:15]([CH:23]=[CH:24][CH:25]=1)[CH2:16][CH:17]([CH:20](O)[CH3:21])[CH2:18]O.C(N(CC)CC)C.[NH2:35][C:36]1[C:40]([C:41]([O:43][CH2:44][CH3:45])=[O:42])=[CH:39][NH:38][N:37]=1. The catalyst is C(Cl)Cl.C(Cl)Cl.C1COCC1. The product is [CH3:21][C:20]1[N:37]2[N:38]=[CH:39][C:40]([C:41]([O:43][CH2:44][CH3:45])=[O:42])=[C:36]2[N:35]=[CH:18][C:17]=1[CH2:16][C:15]1[CH:23]=[CH:24][CH:25]=[C:13]([C:12]([F:27])([F:26])[F:11])[CH:14]=1. The yield is 0.100. (3) The reactants are [OH:1][C:2]1[C:6]([C:7]([O:9][CH2:10][CH3:11])=[O:8])=[CH:5][N:4](C(OC(C)(C)C)=O)[N:3]=1.[CH:19](O)([CH3:21])[CH3:20].C(P(CCCC)CCCC)CCC.N(C(OCC)=O)=NC(OCC)=O. The catalyst is C1(C)C=CC=CC=1.O1CCCC1. The product is [CH:19]([O:1][C:2]1[C:6]([C:7]([O:9][CH2:10][CH3:11])=[O:8])=[CH:5][NH:4][N:3]=1)([CH3:21])[CH3:20]. The yield is 0.660. (4) The reactants are [CH:1]([C:3]1[CH:4]=[C:5]([O:9][CH3:10])[CH:6]=[CH:7][CH:8]=1)=[CH2:2].C(O)(=[O:13])C.BrN1C(=O)CCC1=O.[OH-].[Na+]. The catalyst is O1CCOCC1.O. The product is [CH3:10][O:9][C:5]1[CH:4]=[C:3]([CH:1]2[CH2:2][O:13]2)[CH:8]=[CH:7][CH:6]=1. The yield is 1.00.